From a dataset of TCR-epitope binding with 47,182 pairs between 192 epitopes and 23,139 TCRs. Binary Classification. Given a T-cell receptor sequence (or CDR3 region) and an epitope sequence, predict whether binding occurs between them. (1) The epitope is SQASSRSSSR. The TCR CDR3 sequence is CASSQERGGPDTQYF. Result: 0 (the TCR does not bind to the epitope). (2) The epitope is IIKDYGKQM. The TCR CDR3 sequence is CASTFKESIVNTEAFF. Result: 0 (the TCR does not bind to the epitope). (3) The TCR CDR3 sequence is CASSLTPGLTYEQYF. Result: 1 (the TCR binds to the epitope). The epitope is ELAGIGILTV. (4) The epitope is AYILFTRFFYV. The TCR CDR3 sequence is CASTYTGGAGGELFF. Result: 0 (the TCR does not bind to the epitope). (5) The epitope is KTWGQYWQV. The TCR CDR3 sequence is CASSLARDSNQPQHF. Result: 0 (the TCR does not bind to the epitope).